Dataset: Forward reaction prediction with 1.9M reactions from USPTO patents (1976-2016). Task: Predict the product of the given reaction. Given the reactants ClCCl.[O:4]1[CH:8]=[CH:7][CH:6]=[C:5]1[C:9]([OH:11])=[O:10].Cl.C(N=C=NCCCN(C)C)C.[OH:24][CH:25]([CH3:29])[C:26](=O)[CH3:27], predict the reaction product. The product is: [O:24]=[C:25]([CH3:29])[CH:26]([C:6]1[CH:7]=[CH:8][O:4][C:5]=1[C:9]([OH:11])=[O:10])[CH3:27].